Task: Predict the reactants needed to synthesize the given product.. Dataset: Full USPTO retrosynthesis dataset with 1.9M reactions from patents (1976-2016) (1) Given the product [OH:5][C@H:1]([C:6]1[CH:15]=[CH:14][C:9]([C:10]([O:12][CH3:13])=[O:11])=[CH:8][CH:7]=1)[CH2:2][CH2:3][CH3:4], predict the reactants needed to synthesize it. The reactants are: [C:1]([C:6]1[CH:15]=[CH:14][C:9]([C:10]([O:12][CH3:13])=[O:11])=[CH:8][CH:7]=1)(=[O:5])[CH2:2][CH2:3][CH3:4].CO.Cl.C(OC)(C)(C)C. (2) Given the product [CH2:1]([O:3][C:4](=[O:13])[CH:5]([C:6]1[CH:11]=[CH:10][C:9]([Br:12])=[CH:8][CH:7]=1)[CH3:14])[CH3:2], predict the reactants needed to synthesize it. The reactants are: [CH2:1]([O:3][C:4](=[O:13])[CH2:5][C:6]1[CH:11]=[CH:10][C:9]([Br:12])=[CH:8][CH:7]=1)[CH3:2].[CH3:14][Si]([N-][Si](C)(C)C)(C)C.[Li+].IC. (3) Given the product [CH:1]1([N:7]2[C:11]3[CH:12]=[CH:13][C:14]([C:16]([OH:18])=[O:17])=[CH:15][C:10]=3[N:9]=[C:8]2[C:19]2[CH:28]=[C:27]3[C:22]([CH:23]=[C:24]([C:36]4[CH:35]=[CH:3][CH:2]=[CH:1][CH:6]=4)[CH:25]=[N:26]3)=[CH:21][CH:20]=2)[CH2:2][CH2:3][CH2:4][CH2:5][CH2:6]1, predict the reactants needed to synthesize it. The reactants are: [CH:1]1([N:7]2[C:11]3[CH:12]=[CH:13][C:14]([C:16]([OH:18])=[O:17])=[CH:15][C:10]=3[N:9]=[C:8]2[C:19]2[CH:28]=[C:27]3[C:22]([CH:23]=[CH:24][C:25](C4C=CC=CC=4)=[N:26]3)=[CH:21][CH:20]=2)[CH2:6][CH2:5][CH2:4][CH2:3][CH2:2]1.[C:35](O)(=O)[CH3:36].[OH-].[Na+].